From a dataset of Reaction yield outcomes from USPTO patents with 853,638 reactions. Predict the reaction yield, written as a fraction of the theoretical maximum amount of product (1.0 means a 100% yield; for example, 0.34 means a 34% yield). The reactants are [Br:1][C:2]1[C:3]([OH:16])=[C:4]2[C:9](=[CH:10][CH:11]=1)[N:8](C(=O)C)[C@@H:7]([CH3:15])[CH2:6][CH2:5]2.[CH2:17]([N:20]1[C:24]2[CH:25]=[CH:26][CH:27]=[CH:28][C:23]=2[N:22]=[C:21]1Br)[CH:18]=[CH2:19].C(=O)([O-])[O-].[K+].[K+]. The catalyst is CN(C)C(=O)C. The product is [CH2:17]([N:20]1[C:24]2[CH:25]=[CH:26][CH:27]=[CH:28][C:23]=2[N:22]=[C:21]1[O:16][C:3]1[C:2]([Br:1])=[CH:11][CH:10]=[C:9]2[C:4]=1[CH2:5][CH2:6][C@H:7]([CH3:15])[NH:8]2)[CH:18]=[CH2:19]. The yield is 0.410.